From a dataset of Forward reaction prediction with 1.9M reactions from USPTO patents (1976-2016). Predict the product of the given reaction. Given the reactants [C:1]([O:9][CH2:10][C:11]1[CH:16]=[CH:15][CH:14]=[CH:13][CH:12]=1)(=[O:8])[CH2:2][C:3]([O:5][CH2:6][CH3:7])=[O:4].[H-].[Na+].[F:19][C:20]1[CH:21]=[C:22]([N+:27]([O-:29])=[O:28])[CH:23]=[CH:24][C:25]=1F.C(OCC)(=O)C, predict the reaction product. The product is: [F:19][C:20]1[CH:21]=[C:22]([N+:27]([O-:29])=[O:28])[CH:23]=[CH:24][C:25]=1[CH:2]([C:1]([O:9][CH2:10][C:11]1[CH:12]=[CH:13][CH:14]=[CH:15][CH:16]=1)=[O:8])[C:3]([O:5][CH2:6][CH3:7])=[O:4].